Predict the reaction yield, written as a fraction of the theoretical maximum amount of product (1.0 means a 100% yield; for example, 0.34 means a 34% yield). From a dataset of Reaction yield outcomes from USPTO patents with 853,638 reactions. (1) The reactants are [CH2:1]([N:8]([CH2:18][C:19]1[CH:24]=[CH:23][CH:22]=[CH:21][CH:20]=1)[C:9]1([C:12](N(OC)C)=[O:13])[CH2:11][CH2:10]1)[C:2]1[CH:7]=[CH:6][CH:5]=[CH:4][CH:3]=1.[CH3:25][Li]. The catalyst is O1CCCC1. The product is [CH2:18]([N:8]([CH2:1][C:2]1[CH:7]=[CH:6][CH:5]=[CH:4][CH:3]=1)[C:9]1([C:12](=[O:13])[CH3:25])[CH2:11][CH2:10]1)[C:19]1[CH:24]=[CH:23][CH:22]=[CH:21][CH:20]=1. The yield is 0.940. (2) The reactants are C(OC([N:8]1[C:16]2[CH:15]=[C:14](Cl)[N:13]=[CH:12][C:11]=2[C:10]([CH3:19])([CH3:18])[CH2:9]1)=O)(C)(C)C.C(P(C12CC3CC(CC(C3)C1)C2)C12CC3CC(CC(C3)C1)C2)CCC.C(=O)([O-])[O-].[Na+].[Na+].[CH3:51][N:52]1C(=O)CCC1. The catalyst is [C-]#N.[C-]#N.[C-]#N.[C-]#N.[C-]#N.[C-]#N.[K+].[K+].[K+].[K+].[Fe+2].CC([O-])=O.CC([O-])=O.[Pd+2]. The product is [CH3:19][C:10]1([CH3:18])[C:11]2[CH:12]=[N:13][C:14]([C:51]#[N:52])=[CH:15][C:16]=2[NH:8][CH2:9]1. The yield is 0.150. (3) The reactants are [I:1][C:2]1[CH:3]=[CH:4][CH:5]=[C:6]2[C:11]=1[N:10]=[C:9](S(C)=O)[N:8]([CH3:15])[C:7]2=[O:16].IC1C=CC=C2C=1N=C(S(C)(=O)=[O:29])N(C)C2=O.O[Li].O. The catalyst is C1COCC1.O. The product is [OH:29][C:9]1[N:8]([CH3:15])[C:7](=[O:16])[C:6]2[C:11](=[C:2]([I:1])[CH:3]=[CH:4][CH:5]=2)[N:10]=1. The yield is 0.940. (4) The reactants are [CH3:1][N:2]1[CH2:7][CH2:6][N:5]([C:8]2[CH:13]=[CH:12][C:11]([N+:14]([O-])=O)=[CH:10][C:9]=2[CH:17]=[CH2:18])[CH2:4][CH2:3]1. The catalyst is C1COCC1.C(O)(=O)C.[Fe]. The product is [CH3:1][N:2]1[CH2:3][CH2:4][N:5]([C:8]2[CH:13]=[CH:12][C:11]([NH2:14])=[CH:10][C:9]=2[CH:17]=[CH2:18])[CH2:6][CH2:7]1. The yield is 1.00. (5) The reactants are [Cl:1][C:2]1[C:3]([O:12][C:13]2[CH:18]=[C:17]([O:19][CH2:20][CH2:21][O:22][CH3:23])[CH:16]=[CH:15][C:14]=2[CH2:24][OH:25])=[N:4][CH:5]=[C:6]([C:8]([F:11])([F:10])[F:9])[CH:7]=1.[CH2:26]([S:31]([NH2:34])(=[O:33])=[O:32])[CH2:27][CH2:28][CH2:29][CH3:30].N12CCCN=C1CCCCC2.Cl.CN(C)[CH:49]=[O:50]. The catalyst is CN(C)C1C=CN=CC=1.C(OCC)(=O)C. The product is [CH2:26]([S:31]([NH:34][C:49](=[O:50])[O:25][CH2:24][C:14]1[CH:15]=[CH:16][C:17]([O:19][CH2:20][CH2:21][O:22][CH3:23])=[CH:18][C:13]=1[O:12][C:3]1[C:2]([Cl:1])=[CH:7][C:6]([C:8]([F:9])([F:11])[F:10])=[CH:5][N:4]=1)(=[O:33])=[O:32])[CH2:27][CH2:28][CH2:29][CH3:30]. The yield is 0.540. (6) The reactants are F[P-](F)(F)(F)(F)F.[N:8]1(O[P+](N(C)C)(N(C)C)N(C)C)[C:12]2[CH:13]=CC=C[C:11]=2N=N1.[OH:28][CH:29]1[CH2:32][N:31]([C:33]2[CH:41]=[CH:40][C:36]([C:37]([OH:39])=O)=[CH:35][CH:34]=2)[CH2:30]1.CC(N)C.C(N(CC)C(C)C)(C)C. The catalyst is C(Cl)Cl. The product is [OH:28][CH:29]1[CH2:30][N:31]([C:33]2[CH:34]=[CH:35][C:36]([C:37]([NH:8][CH:12]([CH3:13])[CH3:11])=[O:39])=[CH:40][CH:41]=2)[CH2:32]1. The yield is 0.943. (7) The product is [CH2:68]([NH:69][C:45]([C@@H:43]1[CH2:44][C@H:42]1[C:20]1[C:17]2[CH:18]=[N:19][C:14]([NH:13][C:12]([NH:11][C@@H:4]([C:5]3[CH:6]=[CH:7][CH:8]=[CH:9][CH:10]=3)[CH2:3][O:2][CH3:1])=[O:48])=[CH:15][C:16]=2[NH:22][N:21]=1)=[O:46])[CH3:67]. The catalyst is C(Cl)Cl. The yield is 0.520. The reactants are [CH3:1][O:2][CH2:3][C@@H:4]([NH:11][C:12](=[O:48])[NH:13][C:14]1[N:19]=[CH:18][C:17]2[C:20]([C@@H:42]3[CH2:44][C@H:43]3[C:45](O)=[O:46])=[N:21][N:22](C(C3C=CC=CC=3)(C3C=CC=CC=3)C3C=CC=CC=3)[C:16]=2[CH:15]=1)[C:5]1[CH:10]=[CH:9][CH:8]=[CH:7][CH:6]=1.CCCP1(OP(CCC)(=O)OP(CCC)(=O)O1)=O.[CH3:67][CH2:68][N:69](C(C)C)C(C)C.C(N)C.C(O)(C(F)(F)F)=O.C([SiH](CC)CC)C. (8) The reactants are [C:1]([O:7][C:8]1[CH:9]=[C:10]2[C:14](=[C:15]([N+:17]([O-])=O)[CH:16]=1)[NH:13][C:12]([C:20]1[S:21][CH:22]([CH:25]([O:28][CH3:29])[O:26][CH3:27])[CH2:23][N:24]=1)=[CH:11]2)(=[O:6])[C:2]([CH3:5])([CH3:4])[CH3:3].O.[Cl-].[Ca+2].[Cl-].C(=O)([O-])O.[Na+]. The catalyst is C(O)C.[Fe]. The product is [C:1]([O:7][C:8]1[CH:9]=[C:10]2[C:14](=[C:15]([NH2:17])[CH:16]=1)[NH:13][C:12]([C:20]1[S:21][CH:22]([CH:25]([O:26][CH3:27])[O:28][CH3:29])[CH2:23][N:24]=1)=[CH:11]2)(=[O:6])[C:2]([CH3:5])([CH3:4])[CH3:3]. The yield is 0.640. (9) The yield is 0.620. The reactants are [Cl:1][C:2]1[CH:7]=[CH:6][CH:5]=[CH:4][C:3]=1[C:8]1[O:12][C:11](I)=[N:10][C:9]=1[C:14]([NH2:16])=[O:15].[CH3:17][C:18]1[C:19]([Sn](C)(C)C)=[CH:20][C:21]([NH:24][C:25]([CH:27]2[CH2:29][CH2:28]2)=[O:26])=[N:22][CH:23]=1.[Cl-].[Li+]. The catalyst is O1CCOCC1.C1C=CC([P]([Pd]([P](C2C=CC=CC=2)(C2C=CC=CC=2)C2C=CC=CC=2)([P](C2C=CC=CC=2)(C2C=CC=CC=2)C2C=CC=CC=2)[P](C2C=CC=CC=2)(C2C=CC=CC=2)C2C=CC=CC=2)(C2C=CC=CC=2)C2C=CC=CC=2)=CC=1.[Cu]I. The product is [Cl:1][C:2]1[CH:7]=[CH:6][CH:5]=[CH:4][C:3]=1[C:8]1[O:12][C:11]([C:19]2[C:18]([CH3:17])=[CH:23][N:22]=[C:21]([NH:24][C:25]([CH:27]3[CH2:29][CH2:28]3)=[O:26])[CH:20]=2)=[N:10][C:9]=1[C:14]([NH2:16])=[O:15]. (10) The reactants are [NH2:1][C:2](=[O:31])[CH2:3][N:4]([C:9]1[CH:10]=[C:11]([CH:26]=[CH:27][C:28]=1[O:29][CH3:30])[C:12]([O:14][CH2:15][C:16]([O:18]CC1C=CC=CC=1)=[O:17])=[O:13])[S:5]([CH3:8])(=[O:7])=[O:6]. The catalyst is CO.[Pd]. The product is [NH2:1][C:2](=[O:31])[CH2:3][N:4]([C:9]1[CH:10]=[C:11]([CH:26]=[CH:27][C:28]=1[O:29][CH3:30])[C:12]([O:14][CH2:15][C:16]([OH:18])=[O:17])=[O:13])[S:5]([CH3:8])(=[O:6])=[O:7]. The yield is 0.900.